From a dataset of Peptide-MHC class II binding affinity with 134,281 pairs from IEDB. Regression. Given a peptide amino acid sequence and an MHC pseudo amino acid sequence, predict their binding affinity value. This is MHC class II binding data. (1) The peptide sequence is TNPLIRHENRMVLASTTAKA. The MHC is DRB1_0401 with pseudo-sequence DRB1_0401. The binding affinity (normalized) is 0.433. (2) The peptide sequence is IRQAGVQYSR. The MHC is DRB1_1302 with pseudo-sequence DRB1_1302. The binding affinity (normalized) is 0. (3) The peptide sequence is DCCMEILGAVLEAVD. The binding affinity (normalized) is 0.166. The MHC is DRB3_0101 with pseudo-sequence DRB3_0101. (4) The peptide sequence is SEELRSLYNTVATLYCVHQ. The MHC is HLA-DQA10101-DQB10501 with pseudo-sequence HLA-DQA10101-DQB10501. The binding affinity (normalized) is 0.255. (5) The peptide sequence is VPRDLEVVAATPTSL. The MHC is DRB1_0301 with pseudo-sequence DRB1_0301. The binding affinity (normalized) is 0.383. (6) The peptide sequence is YLAILVKYVDGDGDV. The MHC is HLA-DPA10103-DPB10401 with pseudo-sequence HLA-DPA10103-DPB10401. The binding affinity (normalized) is 0.394.